This data is from Reaction yield outcomes from USPTO patents with 853,638 reactions. The task is: Predict the reaction yield, written as a fraction of the theoretical maximum amount of product (1.0 means a 100% yield; for example, 0.34 means a 34% yield). (1) The product is [Cl:21][C:22]1[C:23]([O:34][CH3:35])=[CH:24][C:25]([O:32][CH3:33])=[C:26]([Cl:31])[C:27]=1[NH:28][C:29](=[O:30])[N:2]([CH3:1])[C:3]1[CH:8]=[C:7]([NH:9][C:10]2[CH:15]=[CH:14][CH:13]=[CH:12][C:11]=2[N+:16]([O-:18])=[O:17])[N:6]=[CH:5][N:4]=1. The catalyst is C1COCC1.CCOC(C)=O. The reactants are [CH3:1][NH:2][C:3]1[CH:8]=[C:7]([NH:9][C:10]2[CH:15]=[CH:14][CH:13]=[CH:12][C:11]=2[N+:16]([O-:18])=[O:17])[N:6]=[CH:5][N:4]=1.[H-].[Na+].[Cl:21][C:22]1[C:27]([N:28]=[C:29]=[O:30])=[C:26]([Cl:31])[C:25]([O:32][CH3:33])=[CH:24][C:23]=1[O:34][CH3:35].O. The yield is 0.180. (2) The reactants are [CH3:1][O:2][P:3]([CH2:7][NH:8][S:9]([C:12]1[S:13][C:14]2[CH:20]=[CH:19][CH:18]=[CH:17][C:15]=2[CH:16]=1)(=[O:11])=[O:10])(=[O:6])[O:4][CH3:5].[C:21](=O)([O-])[O-].[Cs+].[Cs+].CI. The catalyst is CN(C=O)C. The product is [CH3:1][O:2][P:3]([CH2:7][N:8]([S:9]([C:12]1[S:13][C:14]2[CH:20]=[CH:19][CH:18]=[CH:17][C:15]=2[CH:16]=1)(=[O:10])=[O:11])[CH3:21])(=[O:6])[O:4][CH3:5]. The yield is 0.630. (3) The reactants are Cl[C:2]1[CH:19]=[CH:18][C:5]2[C:6](=[O:17])[C:7]3[CH:14]=[CH:13][C:12]([O:15][CH3:16])=[CH:11][C:8]=3[CH2:9][CH2:10][C:4]=2[CH:3]=1.[C:20]1([NH2:27])[CH:25]=[CH:24][CH:23]=[CH:22][C:21]=1[NH2:26].P. The catalyst is C1(C)C=CC=CC=1.C(O)(C)(C)C.CC([O-])=O.CC([O-])=O.[Pd+2]. The product is [NH2:26][C:21]1[CH:22]=[CH:23][CH:24]=[CH:25][C:20]=1[NH:27][C:2]1[CH:19]=[CH:18][C:5]2[C:6](=[O:17])[C:7]3[CH:14]=[CH:13][C:12]([O:15][CH3:16])=[CH:11][C:8]=3[CH2:9][CH2:10][C:4]=2[CH:3]=1. The yield is 0.350. (4) The reactants are [O:1]=[C:2]1[NH:6][C@@H:5]([C:7]([O:9][CH3:10])=[O:8])[CH2:4][CH2:3]1.CCN(CC)CC.[CH3:18][C:19]([O:22][C:23](O[C:23]([O:22][C:19]([CH3:21])([CH3:20])[CH3:18])=[O:24])=[O:24])([CH3:21])[CH3:20]. The catalyst is C(Cl)Cl.CN(C1C=CN=CC=1)C.[Cl-].[Na+].O. The product is [O:1]=[C:2]1[N:6]([C:23]([O:22][C:19]([CH3:21])([CH3:20])[CH3:18])=[O:24])[C@@H:5]([C:7]([O:9][CH3:10])=[O:8])[CH2:4][CH2:3]1. The yield is 0.650. (5) The reactants are [Cl:1][C:2]1[CH:14]=[N:13][C:5]2[NH:6][C:7]3[CH2:12][CH2:11][NH:10][CH2:9][C:8]=3[C:4]=2[CH:3]=1.Cl.Cl[CH2:17][CH2:18][N:19]1[CH2:24][CH2:23][O:22][CH2:21][CH2:20]1.C([O-])([O-])=O.[K+].[K+].[Na+].[I-]. The catalyst is CN(C=O)C.O. The product is [Cl:1][C:2]1[CH:14]=[N:13][C:5]2[NH:6][C:7]3[CH2:12][CH2:11][N:10]([CH2:17][CH2:18][N:19]4[CH2:24][CH2:23][O:22][CH2:21][CH2:20]4)[CH2:9][C:8]=3[C:4]=2[CH:3]=1. The yield is 0.430. (6) The catalyst is CO.C1COCC1. The reactants are [CH3:1][O:2][C:3]1[CH:4]=[C:5]2[C:10](=[CH:11][C:12]=1[O:13][CH3:14])[C:9](=[O:15])[NH:8][CH2:7]/[C:6]/2=[CH:16]\[C:17]([O:19]CC)=[O:18].[Li+].[OH-]. The product is [CH3:1][O:2][C:3]1[CH:4]=[C:5]2[C:10](=[CH:11][C:12]=1[O:13][CH3:14])[C:9](=[O:15])[NH:8][CH2:7]/[C:6]/2=[CH:16]\[C:17]([OH:19])=[O:18]. The yield is 0.770. (7) The reactants are Cl.[NH2:2][CH2:3][C:4]([O:6][CH2:7][CH3:8])=[O:5].[CH3:9][C:10]([CH3:12])=O.C(O[BH-](OC(=O)C)OC(=O)C)(=O)C.[Na+].[OH-].[Na+]. The catalyst is C1COCC1.C(OCC)(=O)C.O.C(O)(=O)C. The product is [CH:10]([NH:2][CH2:3][C:4]([O:6][CH2:7][CH3:8])=[O:5])([CH3:12])[CH3:9]. The yield is 0.850.